From a dataset of Experimentally validated miRNA-target interactions with 360,000+ pairs, plus equal number of negative samples. Binary Classification. Given a miRNA mature sequence and a target amino acid sequence, predict their likelihood of interaction. (1) The miRNA is hsa-miR-527 with sequence CUGCAAAGGGAAGCCCUUUC. The protein sequence of the target gene is MKNHLLFWGVLAVFIKAVHVKAQEDERIVLVDNKCKCARITSRIIRSSEDPNEDIVERNIRIIVPLNNRENISDPTSPLRTRFVYHLSDLCKKCDPTEVELDNQIVTATQSNICDEDSATETCYTYDRNKCYTAVVPLVYGGETKMVETALTPDACYPD. Result: 0 (no interaction). (2) The miRNA is hsa-miR-4705 with sequence UCAAUCACUUGGUAAUUGCUGU. The protein sequence of the target gene is MELKVWVDGVQRIVCGVTEVTTCQEVVIALAQAIGRTGRYTLIEKWRDTERHLAPHENPIVSLNKWGQYASDVQLILRRTGPSLSERPTSDSVARIPERTLYRQSLPPLAKLRPQADKSIRRREPKRKSLTFTGGAKGLTDIFGKGKETEFRQKVLSNCRATAEELKRLIRLQTGKLQAIEKQLESSEAEIRFWEQKYSCSLEEEIVRLEQRIKRNDVEIEEEEFWENELQIEQENEKQLQDQLEEIRQKVTDCEGRLKDYLAQIHTMESGLQAEKLHREVQEAQVNEEEVKGKIEKVKG.... Result: 0 (no interaction). (3) The miRNA is hsa-miR-3123 with sequence CAGAGAAUUGUUUAAUC. The protein sequence of the target gene is MPVGGLLPLFSSPGGGGLGSGLGGGLGGGRKGSGPAAFRLTEKFVLLLVFSAFITLCFGAIFFLPDSSKLLSGVLFHSNPALQPPAEHKPGLGARAEDAAEGRVRHREEGAPGDPGAGLEDNLARIRENHERALREAKETLQKLPEEIQRDILLEKEKVAQDQLRDKDLFRGLPKVDFLPPVGVENREPADATIREKRAKIKEMMTHAWNNYKRYAWGLNELKPISKEGHSSSLFGNIKGATIVDALDTLFIMGMKTEFQEAKSWIKKYLDFNVNAEVSVFEVNIRFVGGLLSAYYLSGE.... Result: 0 (no interaction).